This data is from Reaction yield outcomes from USPTO patents with 853,638 reactions. The task is: Predict the reaction yield, written as a fraction of the theoretical maximum amount of product (1.0 means a 100% yield; for example, 0.34 means a 34% yield). (1) The reactants are P([O-])([O-])([O-])=O.[K+].[K+].[K+].C(B([CH2:14][CH3:15])CC)C.Br[C:17]1[CH:18]=[C:19]([CH:22]=[C:23]([Cl:25])[CH:24]=1)[CH:20]=[O:21]. The catalyst is C1COCC1.CCOC(C)=O.C1C=CC(P(C2C=CC=CC=2)[C-]2C=CC=C2)=CC=1.C1C=CC(P(C2C=CC=CC=2)[C-]2C=CC=C2)=CC=1.Cl[Pd]Cl.[Fe+2]. The product is [Cl:25][C:23]1[CH:22]=[C:19]([CH:18]=[C:17]([CH2:14][CH3:15])[CH:24]=1)[CH:20]=[O:21]. The yield is 0.410. (2) The reactants are [CH3:1][O:2][C:3]1[CH:4]=[C:5]([NH:13][S:14]([C:17]2[CH:18]=[C:19]3[C:23](=[CH:24][CH:25]=2)[N:22]([CH3:26])[CH2:21][CH2:20]3)(=[O:16])=[O:15])[CH:6]=[C:7]([O:11][CH3:12])[C:8]=1[O:9][CH3:10].ClC1C(=O)C(C#N)=C(C#N)C(=O)C=1Cl. The catalyst is C1COCC1. The product is [CH3:26][N:22]1[C:23]2[C:19](=[CH:18][C:17]([S:14]([NH:13][C:5]3[CH:4]=[C:3]([O:2][CH3:1])[C:8]([O:9][CH3:10])=[C:7]([O:11][CH3:12])[CH:6]=3)(=[O:16])=[O:15])=[CH:25][CH:24]=2)[CH:20]=[CH:21]1. The yield is 0.810. (3) The reactants are [CH3:1][O:2][C:3](=[O:23])[CH2:4][CH:5]1[C:9](=[O:10])[N:8]([CH2:11][C:12]2[CH:21]=[CH:20][C:19]3[C:14](=[CH:15][CH:16]=[CH:17][CH:18]=3)[CH:13]=2)[C:7](=[O:22])[NH:6]1.[H-].[Na+].[Cl-].CN([CH:30]=[O:31])C. No catalyst specified. The product is [CH3:1][O:2][C:3](=[O:23])[CH2:4][CH:5]1[C:9](=[O:10])[N:8]([CH2:11][C:12]2[CH:21]=[CH:20][C:19]3[C:14](=[CH:15][CH:16]=[CH:17][CH:18]=3)[CH:13]=2)[C:7](=[O:22])[N:6]1[CH2:11][C:12]1[CH:21]=[CH:20][C:19]([O:31][CH3:30])=[CH:14][CH:13]=1. The yield is 0.950. (4) The reactants are Cl[C:2]1[CH:3]=[CH:4][C:5]2[C:11]3[N:12]([CH2:22][C:23]4[CH:28]=[CH:27][C:26]([O:29][CH3:30])=[CH:25][C:24]=4[O:31][CH3:32])[C:13](=[O:21])[C:14]([C:17]([O:19]C)=[O:18])=[C:15]([OH:16])[C:10]=3[CH2:9][CH2:8][N:7]([CH3:33])[C:6]=2[CH:34]=1.CC([O-])(C)C.[Na+].C1(C)C=CC=CC=1.[NH:48]1[CH2:52][CH2:51][CH2:50][CH2:49]1. The catalyst is C(Cl)Cl.CC(O)=O.CC(P(C(C)(C)C)C1C(C2[C-]=CC=CC=2)=CC=CC=1)(C)C.[Pd]. The product is [CH3:32][O:31][C:24]1[CH:25]=[C:26]([O:29][CH3:30])[CH:27]=[CH:28][C:23]=1[CH2:22][N:12]1[C:11]2[C:5]3[CH:4]=[CH:3][C:2]([N:48]4[CH2:52][CH2:51][CH2:50][CH2:49]4)=[CH:34][C:6]=3[N:7]([CH3:33])[CH2:8][CH2:9][C:10]=2[C:15]([OH:16])=[C:14]([C:17]([OH:19])=[O:18])[C:13]1=[O:21]. The yield is 0.230. (5) The reactants are CN(C)C=O.[Br:6][C:7]1[CH:14]=[CH:13][C:10]([CH2:11][OH:12])=[CH:9][CH:8]=1.[H-].[Na+].F[C:18]1[CH:23]=[CH:22][C:21]([CH3:24])=[CH:20][N:19]=1. The catalyst is O. The product is [Br:6][C:7]1[CH:14]=[CH:13][C:10]([CH2:11][O:12][C:18]2[CH:23]=[CH:22][C:21]([CH3:24])=[CH:20][N:19]=2)=[CH:9][CH:8]=1. The yield is 0.593. (6) The reactants are [CH3:1][O:2][C:3](=[O:29])[CH2:4][C:5]1[CH:10]=[CH:9][C:8]([C:11]#[C:12][C:13]2[CH:14]=[C:15]3[C:20](=[C:21]([CH2:23]Br)[CH:22]=2)[O:19][C:18]([CH3:26])([CH3:25])[CH2:17][C:16]3([CH3:28])[CH3:27])=[CH:7][CH:6]=1.[CH3:30][Si:31]([C:34]#[CH:35])([CH3:33])[CH3:32].C(OCC)(=O)C. The catalyst is C(N(CC)CC)C.CN(C)C=O.CCCCCC.Cl[Pd](Cl)([P](C1C=CC=CC=1)(C1C=CC=CC=1)C1C=CC=CC=1)[P](C1C=CC=CC=1)(C1C=CC=CC=1)C1C=CC=CC=1. The product is [CH3:1][O:2][C:3](=[O:29])[CH2:4][C:5]1[CH:10]=[CH:9][C:8]([C:11]#[C:12][C:13]2[CH:14]=[C:15]3[C:20](=[C:21]([CH2:23][C:35]#[C:34][Si:31]([CH3:33])([CH3:32])[CH3:30])[CH:22]=2)[O:19][C:18]([CH3:26])([CH3:25])[CH2:17][C:16]3([CH3:28])[CH3:27])=[CH:7][CH:6]=1. The yield is 0.630. (7) The reactants are [Br:1][C:2]1[C:11]2[C:6](=[CH:7][CH:8]=[CH:9][CH:10]=2)[CH:5]=[C:4]([CH2:12][OH:13])[CH:3]=1.N1C=CN=C1.[CH3:19][CH:20]([Si:22](Cl)([CH:26]([CH3:28])[CH3:27])[CH:23]([CH3:25])[CH3:24])[CH3:21]. The catalyst is CN(C=O)C.CN(C1C=CN=CC=1)C.[Cl-].[NH4+]. The product is [Br:1][C:2]1[C:11]2[C:6](=[CH:7][CH:8]=[CH:9][CH:10]=2)[CH:5]=[C:4]([CH2:12][O:13][Si:22]([CH:26]([CH3:28])[CH3:27])([CH:23]([CH3:25])[CH3:24])[CH:20]([CH3:21])[CH3:19])[CH:3]=1. The yield is 0.820.